Dataset: Forward reaction prediction with 1.9M reactions from USPTO patents (1976-2016). Task: Predict the product of the given reaction. (1) Given the reactants [O-][N+:2]1[CH:7]=[CH:6][CH:5]=[CH:4][C:3]=1/[CH:8]=[CH:9]/[C:10]([O:12][C:13]([CH3:16])([CH3:15])[CH3:14])=[O:11].C[Si]([C:21]#[N:22])(C)C.CN(C)C(Cl)=O.C(OCC)(=O)C, predict the reaction product. The product is: [C:21]([C:7]1[N:2]=[C:3](/[CH:8]=[CH:9]/[C:10]([O:12][C:13]([CH3:16])([CH3:15])[CH3:14])=[O:11])[CH:4]=[CH:5][CH:6]=1)#[N:22]. (2) Given the reactants [C:1](Cl)(=[O:6])[CH2:2][CH:3]([CH3:5])[CH3:4].Cl.[C:9]([CH:19](N)CN)([O:11]CC1C=CC=CC=1)=[O:10].[BrH:23].CC(O)=O.C([CH:38]([CH2:42][CH2:43][CH2:44][CH2:45][NH2:46])[C:39]([OH:41])=O)(OCC1C=CC=CC=1)=O.[CH:47]1[N:51]=C[N:49](C([N:49]2C=[N:51][CH:47]=[CH:48]2)=O)[CH:48]=1, predict the reaction product. The product is: [BrH:23].[CH3:19][C:9]([OH:11])=[O:10].[BrH:23].[CH3:4][CH:3]([CH3:5])[CH2:2][C:1]([NH:49][CH2:48][CH2:47][NH:51][C:39](=[O:41])[CH2:38][CH2:42][CH2:43][CH2:44][CH2:45][NH2:46])=[O:6]. (3) The product is: [OH:19][N:18]=[C:2]1[CH2:7][CH2:6][N:5]([C:8]([O:10][CH2:11][C:12]2[CH:17]=[CH:16][CH:15]=[CH:14][CH:13]=2)=[O:9])[CH2:4][CH2:3]1. Given the reactants O=[C:2]1[CH2:7][CH2:6][N:5]([C:8]([O:10][CH2:11][C:12]2[CH:17]=[CH:16][CH:15]=[CH:14][CH:13]=2)=[O:9])[CH2:4][CH2:3]1.[NH2:18][OH:19].Cl.C([O-])([O-])=O.[K+].[K+], predict the reaction product.